From a dataset of Full USPTO retrosynthesis dataset with 1.9M reactions from patents (1976-2016). Predict the reactants needed to synthesize the given product. (1) Given the product [CH2:26]([N:23]1[CH2:22][CH2:21][C@@:18]23[C:19]4[CH:20]=[C:7]([O:6][S:3]([C:2]([F:1])([F:24])[F:25])(=[O:5])=[O:4])[CH:8]=[CH:9][C:10]=4[CH2:11][C@@H:12]1[C@@H:13]2[CH2:14][CH2:15][CH2:16][CH2:17]3)[C:27]1[CH:32]=[CH:31][CH:30]=[CH:29][CH:28]=1, predict the reactants needed to synthesize it. The reactants are: [F:1][C:2]([F:25])([F:24])[S:3]([O:6][C:7]1[CH:8]=[CH:9][C:10]2[CH2:11][C@H:12]3[NH:23][CH2:22][CH2:21][C@@:18]4([C:19]=2[CH:20]=1)[C@H:13]3[CH2:14][CH2:15][CH2:16][CH2:17]4)(=[O:5])=[O:4].[CH2:26](Br)[C:27]1[CH:32]=[CH:31][CH:30]=[CH:29][CH:28]=1. (2) Given the product [Cl:6][C:7]1[CH:14]=[C:13]([C:15]([F:16])([F:17])[F:18])[CH:12]=[CH:11][C:8]=1[CH:9]([CH:1]1[CH2:3][CH2:2]1)[OH:10], predict the reactants needed to synthesize it. The reactants are: [CH:1]1([Mg]Br)[CH2:3][CH2:2]1.[Cl:6][C:7]1[CH:14]=[C:13]([C:15]([F:18])([F:17])[F:16])[CH:12]=[CH:11][C:8]=1[CH:9]=[O:10].O.C(OCC)(=O)C. (3) Given the product [OH:37][CH:35]1[CH2:36][N:33]([C:29]2[N:30]=[CH:31][N:32]=[C:27]([N:25]3[C:13](=[O:15])[C:12]([N:18]4[CH:22]=[C:21]([C:23]#[N:24])[N:20]=[CH:19]4)=[CH:11][NH:9]3)[CH:28]=2)[CH2:34]1, predict the reactants needed to synthesize it. The reactants are: FC(F)(F)C(O)=O.C[N:9]([CH:11]=[C:12]([N:18]1[CH:22]=[C:21]([C:23]#[N:24])[N:20]=[CH:19]1)[C:13]([O:15]CC)=O)C.[NH:25]([C:27]1[N:32]=[CH:31][N:30]=[C:29]([N:33]2[CH2:36][CH:35]([OH:37])[CH2:34]2)[CH:28]=1)N. (4) Given the product [CH3:14][Si:13]([CH3:16])([CH3:15])[CH2:12][CH2:11][O:10][CH2:9][N:8]([CH2:17][O:18][CH2:19][CH2:20][Si:21]([CH3:24])([CH3:23])[CH3:22])[C:6]1[N:5]2[N:25]=[CH:26][C:27]([C:28]3[CH:29]=[N:30][C:31]([C:34]4[CH:39]=[CH:38][CH:37]=[CH:36][CH:35]=4)=[CH:32][CH:33]=3)=[C:4]2[N:3]=[C:2]([C:52]2[CH2:53][CH2:54][C:49]([CH3:48])([C:64]([O:66][CH2:67][CH3:68])=[O:65])[CH2:50][CH:51]=2)[CH:7]=1, predict the reactants needed to synthesize it. The reactants are: Cl[C:2]1[CH:7]=[C:6]([N:8]([CH2:17][O:18][CH2:19][CH2:20][Si:21]([CH3:24])([CH3:23])[CH3:22])[CH2:9][O:10][CH2:11][CH2:12][Si:13]([CH3:16])([CH3:15])[CH3:14])[N:5]2[N:25]=[CH:26][C:27]([C:28]3[CH:29]=[N:30][C:31]([C:34]4[CH:39]=[CH:38][CH:37]=[CH:36][CH:35]=4)=[CH:32][CH:33]=3)=[C:4]2[N:3]=1.[O-]P([O-])([O-])=O.[K+].[K+].[K+].[CH3:48][C:49]1([C:64]([O:66][CH2:67][CH3:68])=[O:65])[CH2:54][CH2:53][C:52](B2OC(C)(C)C(C)(C)O2)=[CH:51][CH2:50]1.